From a dataset of Forward reaction prediction with 1.9M reactions from USPTO patents (1976-2016). Predict the product of the given reaction. Given the reactants [F:1][C:2]([F:10])([F:9])[CH2:3][CH2:4][CH2:5][C:6]([OH:8])=O.[CH3:11][NH:12][C@@H:13]([CH2:18][CH:19]=[CH2:20])[C:14]([O:16][CH3:17])=[O:15], predict the reaction product. The product is: [F:9][C:2]([F:1])([F:10])[CH2:3][CH2:4][CH2:5][C:6]([N:12]([C@@H:13]([CH2:18][CH:19]=[CH2:20])[C:14]([O:16][CH3:17])=[O:15])[CH3:11])=[O:8].